From a dataset of Forward reaction prediction with 1.9M reactions from USPTO patents (1976-2016). Predict the product of the given reaction. (1) Given the reactants C([O:3][C:4](=O)[CH2:5][N:6]1[CH:10]=[C:9]([C:11]2[CH:32]=[CH:31][C:14]3[C:15]4[N:16]=[C:17]([C:23]5[N:24]([CH:28]([CH3:30])[CH3:29])[N:25]=[CH:26][N:27]=5)[S:18][C:19]=4[CH2:20][CH2:21][O:22][C:13]=3[CH:12]=2)[CH:8]=[N:7]1)C.[H-].[H-].[H-].[H-].[Li+].[Al+3], predict the reaction product. The product is: [CH:28]([N:24]1[C:23]([C:17]2[S:18][C:19]3[CH2:20][CH2:21][O:22][C:13]4[CH:12]=[C:11]([C:9]5[CH:8]=[N:7][N:6]([CH2:5][CH2:4][OH:3])[CH:10]=5)[CH:32]=[CH:31][C:14]=4[C:15]=3[N:16]=2)=[N:27][CH:26]=[N:25]1)([CH3:30])[CH3:29]. (2) Given the reactants Br[C:2]1[C:10]2[C:5](=[N:6][C:7]([S:11][CH3:12])=[N:8][CH:9]=2)[N:4]([CH3:13])[N:3]=1.C(=O)([O-])[O-].[K+].[K+].CC1(C)C(C)(C)OB([C:28]2[CH:34]=[CH:33][C:31]([NH2:32])=[CH:30][CH:29]=2)O1, predict the reaction product. The product is: [CH3:13][N:4]1[C:5]2=[N:6][C:7]([S:11][CH3:12])=[N:8][CH:9]=[C:10]2[C:2]([C:28]2[CH:34]=[CH:33][C:31]([NH2:32])=[CH:30][CH:29]=2)=[N:3]1. (3) Given the reactants Br[C:2]1[CH:7]=[CH:6][C:5]([S:8]([NH:11][C:12]([CH3:18])([CH3:17])[C:13]([F:16])([F:15])[F:14])(=[O:10])=[O:9])=[CH:4][CH:3]=1.[B:19]1([B:19]2[O:23][C:22]([CH3:25])([CH3:24])[C:21]([CH3:27])([CH3:26])[O:20]2)[O:23][C:22]([CH3:25])([CH3:24])[C:21]([CH3:27])([CH3:26])[O:20]1.C([O-])(=O)C.[K+], predict the reaction product. The product is: [CH3:26][C:21]1([CH3:27])[C:22]([CH3:25])([CH3:24])[O:23][B:19]([C:2]2[CH:7]=[CH:6][C:5]([S:8]([NH:11][C:12]([CH3:18])([CH3:17])[C:13]([F:16])([F:15])[F:14])(=[O:10])=[O:9])=[CH:4][CH:3]=2)[O:20]1. (4) Given the reactants [Cl:1][C:2]1[C:3]([O:8][CH:9]2[CH2:14][CH2:13][N:12]([S:15]([CH2:18][CH:19]([NH:26][OH:27])[C:20]3[CH:21]=[N:22][CH:23]=[CH:24][CH:25]=3)(=[O:17])=[O:16])[CH2:11][CH2:10]2)=[N:4][CH:5]=[CH:6][CH:7]=1.[C:28](OC(=O)C)(=[O:30])C.C(O)=O.CO, predict the reaction product. The product is: [Cl:1][C:2]1[C:3]([O:8][CH:9]2[CH2:10][CH2:11][N:12]([S:15]([CH2:18][CH:19]([N:26]([OH:27])[CH:28]=[O:30])[C:20]3[CH:21]=[N:22][CH:23]=[CH:24][CH:25]=3)(=[O:16])=[O:17])[CH2:13][CH2:14]2)=[N:4][CH:5]=[CH:6][CH:7]=1. (5) Given the reactants [CH3:1][C:2]1[N:3]=[C:4]([NH2:8])[S:5][C:6]=1[CH3:7].I[CH2:10][CH3:11].[C:12]12([C:22](O)=[O:23])[CH2:21][CH:16]3[CH2:17][CH:18]([CH2:20][CH:14]([CH2:15]3)[CH2:13]1)[CH2:19]2, predict the reaction product. The product is: [CH2:10]([N:3]1[C:2]([CH3:1])=[C:6]([CH3:7])[S:5]/[C:4]/1=[N:8]\[C:22]([C:12]12[CH2:21][CH:16]3[CH2:17][CH:18]([CH2:20][CH:14]([CH2:15]3)[CH2:13]1)[CH2:19]2)=[O:23])[CH3:11].